Predict which catalyst facilitates the given reaction. From a dataset of Catalyst prediction with 721,799 reactions and 888 catalyst types from USPTO. (1) Reactant: CCN(C(C)C)C(C)C.F[B-](F)(F)F.N1(OC(N(C)C)=[N+](C)C)C2C=CC=CC=2N=N1.[Cl:32][C:33]1[CH:38]=[CH:37][C:36]([C:39]2([NH:42][C:43]3[N:48]=[C:47]([O:49][CH2:50][C:51]([F:54])([F:53])[F:52])[N:46]=[C:45]([NH:55][C:56]4[CH:64]=[CH:63][C:59]([C:60](O)=[O:61])=[CH:58][CH:57]=4)[N:44]=3)[CH2:41][CH2:40]2)=[CH:35][CH:34]=1.[NH2:65][CH2:66][C:67]([CH3:78])([CH3:77])[CH2:68][NH:69][C:70](=[O:76])[O:71][C:72]([CH3:75])([CH3:74])[CH3:73]. Product: [Cl:32][C:33]1[CH:38]=[CH:37][C:36]([C:39]2([NH:42][C:43]3[N:48]=[C:47]([O:49][CH2:50][C:51]([F:54])([F:53])[F:52])[N:46]=[C:45]([NH:55][C:56]4[CH:57]=[CH:58][C:59]([C:60]([NH:65][CH2:66][C:67]([CH3:78])([CH3:77])[CH2:68][NH:69][C:70](=[O:76])[O:71][C:72]([CH3:74])([CH3:73])[CH3:75])=[O:61])=[CH:63][CH:64]=4)[N:44]=3)[CH2:40][CH2:41]2)=[CH:35][CH:34]=1. The catalyst class is: 31. (2) Reactant: [I:1][C:2]1[CH:3]=[C:4]([CH:6]=[CH:7][CH:8]=1)[NH2:5].[C:9]([N:17]=[C:18]=[O:19])(=[O:16])[C:10]1[CH:15]=[CH:14][CH:13]=[CH:12][CH:11]=1.CO. Product: [C:9]([NH:17][C:18]([NH:5][C:4]1[CH:6]=[CH:7][CH:8]=[C:2]([I:1])[CH:3]=1)=[O:19])(=[O:16])[C:10]1[CH:15]=[CH:14][CH:13]=[CH:12][CH:11]=1. The catalyst class is: 4. (3) Reactant: [NH2:1][C:2]1[CH:7]=[CH:6][CH:5]=[CH:4][CH:3]=1.[Br:8][C:9]1[CH:10]=[CH:11][CH:12]=[C:13]2[C:18]=1[N:17]=[C:16](Cl)[CH:15]=[CH:14]2.[Li+].C[Si]([N-][Si](C)(C)C)(C)C. Product: [Br:8][C:9]1[CH:10]=[CH:11][CH:12]=[C:13]2[C:18]=1[N:17]=[C:16]([NH:1][C:2]1[CH:7]=[CH:6][CH:5]=[CH:4][CH:3]=1)[CH:15]=[CH:14]2. The catalyst class is: 1. (4) Reactant: [Cl:1][C:2]1[CH:7]=[C:6]([O:8][CH3:9])[C:5]([O:10][CH2:11][C:12]2[C:17]([O:18][CH3:19])=[CH:16][CH:15]=[C:14]([F:20])[C:13]=2[F:21])=[CH:4][C:3]=1[N:22]1[C:30](=[O:31])[NH:29][C:28]2[C:23]1=[N:24][C:25]([C:32]#[N:33])=[N:26][CH:27]=2.[OH-].[Na+].OO.S([O-])([O-])=[O:39].[Na+].[Na+]. Product: [C:32]([C:25]1[N:24]=[C:23]2[C:28]([NH:29][C:30](=[O:31])[N:22]2[C:3]2[CH:4]=[C:5]([O:10][CH2:11][C:12]3[C:17]([O:18][CH3:19])=[CH:16][CH:15]=[C:14]([F:20])[C:13]=3[F:21])[C:6]([O:8][CH3:9])=[CH:7][C:2]=2[Cl:1])=[CH:27][N:26]=1)(=[O:39])[NH2:33]. The catalyst class is: 16. (5) Reactant: [Cl:1][C:2]1[C:11]2[C:6](=[CH:7][CH:8]=[C:9]([C:12]([C:14]3[C:15]([CH3:21])=[N:16][C:17]([CH3:20])=[CH:18][CH:19]=3)=[O:13])[CH:10]=2)[N:5]=[C:4]([O:22][CH3:23])[C:3]=1[CH2:24][CH:25]([CH3:27])[CH3:26].[Li]CCCC.CC1N=C(C)C=CC=1C=O. Product: [Cl:1][C:2]1[C:11]2[C:6](=[CH:7][CH:8]=[C:9]([CH:12]([C:14]3[C:15]([CH3:21])=[N:16][C:17]([CH3:20])=[CH:18][CH:19]=3)[OH:13])[CH:10]=2)[N:5]=[C:4]([O:22][CH3:23])[C:3]=1[CH2:24][CH:25]([CH3:27])[CH3:26]. The catalyst class is: 1. (6) Reactant: [CH3:1][O:2][C:3](=[O:21])[CH:4]=[CH:5][C:6]1[CH:11]=[CH:10][CH:9]=[CH:8][C:7]=1[CH2:12][NH:13][C:14]([O:16][C:17]([CH3:20])([CH3:19])[CH3:18])=[O:15].C(O)(C(F)(F)F)=O.CCN(C(C)C)C(C)C.C(OC(OC(C)(C)C)=O)(OC(C)(C)C)=O. Product: [C:17]([O:16][C:14]([N:13]1[CH2:12][C:7]2[C:6](=[CH:11][CH:10]=[CH:9][CH:8]=2)[CH:5]1[CH2:4][C:3]([O:2][CH3:1])=[O:21])=[O:15])([CH3:18])([CH3:20])[CH3:19]. The catalyst class is: 2. (7) Reactant: [CH2:1]([P:8](=[O:13])([O:11][CH3:12])[O:9][CH3:10])P(=O)(OC)OC.[H-].[Na+].[CH2:16]([O:23][N:24]([CH2:27][C@@H:28]([O:49][CH2:50][C:51]1[CH:56]=[CH:55][CH:54]=[CH:53][CH:52]=1)[C@@H:29]([O:41][CH2:42][C:43]1[CH:48]=[CH:47][CH:46]=[CH:45][CH:44]=1)[C@H:30]([O:33][CH2:34][C:35]1[CH:40]=[CH:39][CH:38]=[CH:37][CH:36]=1)[CH:31]=O)[CH:25]=[O:26])[C:17]1[CH:22]=[CH:21][CH:20]=[CH:19][CH:18]=1. Product: [CH3:12][O:11][P:8](/[CH:1]=[CH:31]/[C@@H:30]([O:33][CH2:34][C:35]1[CH:36]=[CH:37][CH:38]=[CH:39][CH:40]=1)[C@H:29]([O:41][CH2:42][C:43]1[CH:48]=[CH:47][CH:46]=[CH:45][CH:44]=1)[C@H:28]([O:49][CH2:50][C:51]1[CH:52]=[CH:53][CH:54]=[CH:55][CH:56]=1)[CH2:27][N:24]([O:23][CH2:16][C:17]1[CH:22]=[CH:21][CH:20]=[CH:19][CH:18]=1)[CH:25]=[O:26])(=[O:13])[O:9][CH3:10]. The catalyst class is: 27. (8) Reactant: [C:1]1([N:7]2[CH2:12][CH2:11][O:10][CH2:9][CH2:8]2)[CH:6]=[CH:5][CH:4]=[CH:3][CH:2]=1.[Br:13]Br.O.[OH-].[Na+]. Product: [N:7]1([C:1]2[CH:6]=[CH:5][C:4]([Br:13])=[CH:3][CH:2]=2)[CH2:12][CH2:11][O:10][CH2:9][CH2:8]1. The catalyst class is: 8.